From a dataset of Full USPTO retrosynthesis dataset with 1.9M reactions from patents (1976-2016). Predict the reactants needed to synthesize the given product. The reactants are: Br[C:2]1[CH:3]=[C:4]([C:8]([O:10][CH3:11])=[O:9])[O:5][C:6]=1[CH3:7].[CH3:12][N:13]1[C:17](B2OC(C)(C)C(C)(C)O2)=[CH:16][CH:15]=[N:14]1.[O-]P([O-])([O-])=O.[K+].[K+].[K+]. Given the product [CH3:7][C:6]1[O:5][C:4]([C:8]([O:10][CH3:11])=[O:9])=[CH:3][C:2]=1[C:17]1[N:13]([CH3:12])[N:14]=[CH:15][CH:16]=1, predict the reactants needed to synthesize it.